From a dataset of Reaction yield outcomes from USPTO patents with 853,638 reactions. Predict the reaction yield, written as a fraction of the theoretical maximum amount of product (1.0 means a 100% yield; for example, 0.34 means a 34% yield). The reactants are N[C:2]1[S:3][C:4]([I:12])=[C:5]([C:7]([O:9][CH2:10][CH3:11])=[O:8])[N:6]=1.C(ON=O)(C)(C)C. The catalyst is CN(C=O)C.[Cl-].[Na+].O. The product is [I:12][C:4]1[S:3][CH:2]=[N:6][C:5]=1[C:7]([O:9][CH2:10][CH3:11])=[O:8]. The yield is 0.180.